This data is from Forward reaction prediction with 1.9M reactions from USPTO patents (1976-2016). The task is: Predict the product of the given reaction. (1) The product is: [ClH:25].[ClH:25].[C@H:28]1([CH2:38][N:39]2[CH2:44][CH2:43][CH:42]([NH:45][C:20]([C:14]3[NH:15][C:16]4[C:12]([CH:13]=3)=[C:11]([O:10][CH2:9][C:6]3[C:5]5[CH:23]=[CH:24][C:2]([F:1])=[CH:3][C:4]=5[O:8][CH:7]=3)[CH:19]=[CH:18][CH:17]=4)=[O:21])[CH2:41][CH2:40]2)[C@@H:37]2[N:32]([CH2:33][CH2:34][CH2:35][CH2:36]2)[CH2:31][CH2:30][CH2:29]1. Given the reactants [F:1][C:2]1[CH:24]=[CH:23][C:5]2[C:6]([CH2:9][O:10][C:11]3[CH:19]=[CH:18][CH:17]=[C:16]4[C:12]=3[CH:13]=[C:14]([C:20](O)=[O:21])[NH:15]4)=[CH:7][O:8][C:4]=2[CH:3]=1.[ClH:25].Cl.Cl.[C@H:28]1([CH2:38][N:39]2[CH2:44][CH2:43][CH:42]([NH2:45])[CH2:41][CH2:40]2)[C@@H:37]2[N:32]([CH2:33][CH2:34][CH2:35][CH2:36]2)[CH2:31][CH2:30][CH2:29]1, predict the reaction product. (2) Given the reactants C([O:8][C:9]1[C:10]([N:29]2[S:33](=[O:35])(=[O:34])[NH:32][C:31](=[O:36])[CH2:30]2)=[C:11]([F:28])[C:12]2[C:17]([CH:18]=1)=[CH:16][C:15]([O:19]CC1C=CC=CC=1)=[C:14]([Br:27])[CH:13]=2)C1C=CC=CC=1.B(Br)(Br)Br, predict the reaction product. The product is: [Br:27][C:14]1[CH:13]=[C:12]2[C:17]([CH:18]=[C:9]([OH:8])[C:10]([N:29]3[S:33](=[O:35])(=[O:34])[NH:32][C:31](=[O:36])[CH2:30]3)=[C:11]2[F:28])=[CH:16][C:15]=1[OH:19]. (3) Given the reactants [N+](=[C:3]1[C:11]2[C:6](=[CH:7][CH:8]=[CH:9][CH:10]=2)[N:5]([C:12]([O:14][C:15]([CH3:18])([CH3:17])[CH3:16])=[O:13])[C:4]1=[O:19])=[N-].[CH3:20][O:21][C:22]1[O:23][CH:24]=[CH:25][CH:26]=1, predict the reaction product. The product is: [CH3:20][O:21][C:22](=[O:23])/[CH:26]=[CH:25]\[CH:24]=[C:3]1\[C:4](=[O:19])[N:5]([C:12]([O:14][C:15]([CH3:18])([CH3:17])[CH3:16])=[O:13])[C:6]2[C:11]\1=[CH:10][CH:9]=[CH:8][CH:7]=2. (4) Given the reactants [C:1]([NH:9][C:10]1[CH:15]=[CH:14][C:13]([C:16]2[CH:24]=[C:23]3[C:19]([CH2:20][N:21]([C@@H:26]([CH:31]([CH3:33])[CH3:32])[C:27]([O:29][CH3:30])=[O:28])[C:22]3=[O:25])=[CH:18][CH:17]=2)=[CH:12][CH:11]=1)(=[O:8])[C:2]1[CH:7]=[CH:6][CH:5]=[CH:4][CH:3]=1.NC1C=CC(C2C=C3C(CN([C@@H](C(C)C)[C:52]([O:54]C)=[O:53])C3=O)=CC=2)=CC=1.O1C2C=CC(C(Cl)=O)=CC=2OC1, predict the reaction product. The product is: [O:53]1[C:5]2[CH:6]=[CH:7][C:2]([C:1]([NH:9][C:10]3[CH:11]=[CH:12][C:13]([C:16]4[CH:24]=[C:23]5[C:19]([CH2:20][N:21]([C@@H:26]([CH:31]([CH3:33])[CH3:32])[C:27]([O:29][CH3:30])=[O:28])[C:22]5=[O:25])=[CH:18][CH:17]=4)=[CH:14][CH:15]=3)=[O:8])=[CH:3][C:4]=2[O:54][CH2:52]1.